From a dataset of Tyrosyl-DNA phosphodiesterase HTS with 341,365 compounds. Binary Classification. Given a drug SMILES string, predict its activity (active/inactive) in a high-throughput screening assay against a specified biological target. (1) The molecule is O=C(Nc1c(cc(cc1C)C)C)CCCN1CCN(CC1)C. The result is 0 (inactive). (2) The molecule is S(=O)(=O)(Nc1cc(ccc1)C(F)(F)F)c1ccc(cc1)C(=O)NCc1c(F)cccc1. The result is 0 (inactive). (3) The compound is O=C(N1CCN(CC1)c1nnc(c2c1nn(c2C)c1ccccc1)C)Nc1c(OC)cccc1. The result is 0 (inactive). (4) The result is 0 (inactive). The drug is S(c1nc2c(nc1Cc1ccccc1)cccc2)CC(=O)Nc1ccc(C(C)C)cc1.